This data is from Forward reaction prediction with 1.9M reactions from USPTO patents (1976-2016). The task is: Predict the product of the given reaction. (1) Given the reactants [F:1][C:2]1[CH:9]=[CH:8][C:7]([CH3:10])=[CH:6][C:3]=1[C:4]#[N:5].[Br:11]N1C(=O)CCC1=O.C(OOC(=O)C1C=CC=CC=1)(=O)C1C=CC=CC=1.O, predict the reaction product. The product is: [Br:11][CH2:10][C:7]1[CH:8]=[CH:9][C:2]([F:1])=[C:3]([CH:6]=1)[C:4]#[N:5]. (2) Given the reactants [CH2:1]([O:8][C:9]1[CH:14]=[CH:13][C:12]([C:15]2[O:19][C:18]([CH3:21])([CH3:20])[C:17](=[O:22])[C:16]=2Br)=[CH:11][CH:10]=1)[C:2]1[CH:7]=[CH:6][CH:5]=[CH:4][CH:3]=1.[N:24]1[CH:29]=[CH:28][C:27](B(O)O)=[CH:26][CH:25]=1.C([O-])([O-])=O.[Cs+].[Cs+].O, predict the reaction product. The product is: [CH2:1]([O:8][C:9]1[CH:14]=[CH:13][C:12]([C:15]2[O:19][C:18]([CH3:21])([CH3:20])[C:17](=[O:22])[C:16]=2[C:27]2[CH:28]=[CH:29][N:24]=[CH:25][CH:26]=2)=[CH:11][CH:10]=1)[C:2]1[CH:7]=[CH:6][CH:5]=[CH:4][CH:3]=1. (3) Given the reactants Br[C:2]1[CH:3]=[CH:4][C:5]2[N:6]([C:8]([C:12]3[S:13][C:14]([C:23]4[N:27]=[CH:26][N:25]([CH:28]5[CH2:33][CH2:32][CH2:31][CH2:30][O:29]5)[N:24]=4)=[C:15]([C:17]4[CH:22]=[CH:21][CH:20]=[CH:19][CH:18]=4)[N:16]=3)=[C:9]([CH3:11])[N:10]=2)[CH:7]=1.[CH3:34][N:35]1[CH:39]=[C:38](B2OC(C)(C)C(C)(C)O2)[CH:37]=[N:36]1.C(=O)([O-])[O-].[Cs+].[Cs+].CCOC(C)=O, predict the reaction product. The product is: [CH3:11][C:9]1[N:10]=[C:5]2[CH:4]=[CH:3][C:2]([C:38]3[CH:37]=[N:36][N:35]([CH3:34])[CH:39]=3)=[CH:7][N:6]2[C:8]=1[C:12]1[S:13][C:14]([C:23]2[N:27]=[CH:26][N:25]([CH:28]3[CH2:33][CH2:32][CH2:31][CH2:30][O:29]3)[N:24]=2)=[C:15]([C:17]2[CH:22]=[CH:21][CH:20]=[CH:19][CH:18]=2)[N:16]=1. (4) Given the reactants [Cl:1][C:2]1[CH:7]=[CH:6][C:5]([C:8]2[CH:13]=[CH:12][C:11]([NH:14][C:15](=[O:26])/[CH:16]=[CH:17]/[C:18]3[CH:23]=[CH:22][C:21]([CH2:24]Cl)=[CH:20][CH:19]=3)=[CH:10][CH:9]=2)=[CH:4][CH:3]=1.C(O)(=O)C.C(O)(=O)C(O)=O.[CH:37]1([CH2:42][NH2:43])[CH2:41][CH2:40][CH2:39][CH2:38]1.C(N(CC)CC)C, predict the reaction product. The product is: [Cl:1][C:2]1[CH:7]=[CH:6][C:5]([C:8]2[CH:13]=[CH:12][C:11]([NH:14][C:15](=[O:26])/[CH:16]=[CH:17]/[C:18]3[CH:19]=[CH:20][C:21]([CH2:24][NH:43][CH2:42][CH:37]4[CH2:41][CH2:40][CH2:39][CH2:38]4)=[CH:22][CH:23]=3)=[CH:10][CH:9]=2)=[CH:4][CH:3]=1. (5) Given the reactants [Cl:1][C:2]1[CH:7]=[CH:6][C:5]([C@H:8]2[N:15]3[C:11]([S:12][C:13]([C:19](O)=[O:20])=[C:14]3[CH:16]([CH3:18])[CH3:17])=[N:10][C@:9]2([C:23]2[CH:28]=[CH:27][C:26]([Cl:29])=[CH:25][CH:24]=2)[CH3:22])=[CH:4][CH:3]=1.[NH:30]1[CH2:34][CH2:33][CH2:32][C@H:31]1[CH2:35][C:36]([NH2:38])=[O:37], predict the reaction product. The product is: [Cl:1][C:2]1[CH:3]=[CH:4][C:5]([C@H:8]2[N:15]3[C:11]([S:12][C:13]([C:19]([N:30]4[CH2:34][CH2:33][CH2:32][C@H:31]4[CH2:35][C:36]([NH2:38])=[O:37])=[O:20])=[C:14]3[CH:16]([CH3:18])[CH3:17])=[N:10][C@:9]2([C:23]2[CH:28]=[CH:27][C:26]([Cl:29])=[CH:25][CH:24]=2)[CH3:22])=[CH:6][CH:7]=1. (6) Given the reactants [Cl:1][C:2]1[CH:11]=[CH:10][CH:9]=[C:8]2[C:3]=1[CH:4]=[C:5]([CH:19]=[O:20])[C:6]([C:12]1[CH:17]=[CH:16][CH:15]=[C:14]([F:18])[CH:13]=1)=[N:7]2.O1CCC[CH2:22]1.C[Mg]Br.C(OCC)C, predict the reaction product. The product is: [Cl:1][C:2]1[CH:11]=[CH:10][CH:9]=[C:8]2[C:3]=1[CH:4]=[C:5]([CH:19]([OH:20])[CH3:22])[C:6]([C:12]1[CH:17]=[CH:16][CH:15]=[C:14]([F:18])[CH:13]=1)=[N:7]2. (7) Given the reactants B(O)(O)[C:2]1[CH:7]=[CH:6][C:5]2[O:8][CH2:9][O:10][C:4]=2[CH:3]=1.I[C:14]1[CH:20]=[CH:19][C:17]([NH2:18])=[CH:16][CH:15]=1.C(=O)([O-])[O-].[Cs+].[Cs+], predict the reaction product. The product is: [O:8]1[C:5]2[CH:6]=[CH:7][C:2]([C:14]3[CH:20]=[CH:19][C:17]([NH2:18])=[CH:16][CH:15]=3)=[CH:3][C:4]=2[O:10][CH2:9]1. (8) Given the reactants [NH2:1][C:2]1[CH:3]=[N:4][CH:5]=[CH:6][C:7]=1[C@H:8]1[CH2:13][C@@H:12]([NH:14][C:15](=[O:21])[O:16][C:17]([CH3:20])([CH3:19])[CH3:18])[C@@H:11]([O:22][CH2:23][CH2:24][S:25]([CH3:28])(=[O:27])=[O:26])[C@@H:10]([CH3:29])[CH2:9]1.[C:30](N1C=CN=C1)(N1C=CN=C1)=[S:31], predict the reaction product. The product is: [N:1]([C:2]1[CH:3]=[N:4][CH:5]=[CH:6][C:7]=1[C@H:8]1[CH2:13][C@@H:12]([NH:14][C:15](=[O:21])[O:16][C:17]([CH3:20])([CH3:19])[CH3:18])[C@@H:11]([O:22][CH2:23][CH2:24][S:25]([CH3:28])(=[O:27])=[O:26])[C@@H:10]([CH3:29])[CH2:9]1)=[C:30]=[S:31].